From a dataset of Full USPTO retrosynthesis dataset with 1.9M reactions from patents (1976-2016). Predict the reactants needed to synthesize the given product. (1) Given the product [CH3:1][N:2]1[CH2:3][CH2:4][N:5]([CH2:8][C:9]2[CH:10]=[CH:11][C:12]([C:13]([NH:15][C:16]3[CH:17]=[CH:18][C:19]([CH3:26])=[C:20]([CH:25]=3)[C:21]([OH:23])=[O:22])=[O:14])=[CH:27][CH:28]=2)[CH2:6][CH2:7]1, predict the reactants needed to synthesize it. The reactants are: [CH3:1][N:2]1[CH2:7][CH2:6][N:5]([CH2:8][C:9]2[CH:28]=[CH:27][C:12]([C:13]([NH:15][C:16]3[CH:17]=[CH:18][C:19]([CH3:26])=[C:20]([CH:25]=3)[C:21]([O:23]C)=[O:22])=[O:14])=[CH:11][CH:10]=2)[CH2:4][CH2:3]1.[OH-].[Li+]. (2) Given the product [CH:1]1([CH2:6][CH:7]([C:17]2[CH:18]=[CH:19][C:20]([CH:23]([OH:25])[CH3:24])=[CH:21][CH:22]=2)[C:8]2[NH:16][C:11]3=[N:12][CH:13]=[CH:14][CH:15]=[C:10]3[CH:9]=2)[CH2:5][CH2:4][CH2:3][CH2:2]1, predict the reactants needed to synthesize it. The reactants are: [CH:1]1([CH:6]=[C:7]([C:17]2[CH:22]=[CH:21][C:20]([C:23](=[O:25])[CH3:24])=[CH:19][CH:18]=2)[C:8]2[NH:16][C:11]3=[N:12][CH:13]=[CH:14][CH:15]=[C:10]3[CH:9]=2)[CH2:5][CH2:4][CH2:3][CH2:2]1.